Dataset: Forward reaction prediction with 1.9M reactions from USPTO patents (1976-2016). Task: Predict the product of the given reaction. (1) Given the reactants [CH3:1][O:2][C:3]1[CH:8]=[CH:7][CH:6]=[CH:5][C:4]=1[CH2:9][CH2:10][OH:11].[H-].[Na+].Cl[CH2:15][C:16]([OH:18])=[O:17], predict the reaction product. The product is: [CH3:1][O:2][C:3]1[CH:8]=[CH:7][CH:6]=[CH:5][C:4]=1[CH2:9][CH2:10][O:11][CH2:15][C:16]([OH:18])=[O:17]. (2) Given the reactants O[CH2:2][CH2:3][C:4]1[N:5]=[N+:6]([O-:14])[C:7]2[CH:13]=[CH:12][CH:11]=[CH:10][C:8]=2[N:9]=1.C[CH2:16][N:17](CC)[CH2:18]C.Cl.CNC, predict the reaction product. The product is: [O-:14][N+:6]1[C:7]2[CH:13]=[CH:12][CH:11]=[CH:10][C:8]=2[N:9]=[C:4]([CH2:3][CH2:2][N:17]([CH3:18])[CH3:16])[N:5]=1. (3) Given the reactants [NH2:1][C:2]1[N:3]=[N:4][C:5](Cl)=[CH:6][CH:7]=1.[N:9]1([C:15]([C:17]2[CH:22]=[CH:21][CH:20]=[CH:19][C:18]=2[C:23]([F:26])([F:25])[F:24])=[O:16])[CH2:14][CH2:13][NH:12][CH2:11][CH2:10]1.[OH-].[Na+].ClCCl, predict the reaction product. The product is: [NH2:1][C:2]1[N:3]=[N:4][C:5]([N:12]2[CH2:11][CH2:10][N:9]([C:15]([C:17]3[CH:22]=[CH:21][CH:20]=[CH:19][C:18]=3[C:23]([F:25])([F:24])[F:26])=[O:16])[CH2:14][CH2:13]2)=[CH:6][CH:7]=1. (4) Given the reactants COC1C=CC(C[N:8]2[C:17]3[C:12](=[CH:13][C:14]([N:18]4[C:22]([C:23]([O:25][CH2:26][CH3:27])=[O:24])=[CH:21][C:20]([C:28]([CH3:31])([CH3:30])[CH3:29])=[N:19]4)=[CH:15][CH:16]=3)[CH:11]=[CH:10][C:9]2=[O:32])=CC=1, predict the reaction product. The product is: [C:28]([C:20]1[CH:21]=[C:22]([C:23]([O:25][CH2:26][CH3:27])=[O:24])[N:18]([C:14]2[CH:13]=[C:12]3[C:17](=[CH:16][CH:15]=2)[NH:8][C:9](=[O:32])[CH:10]=[CH:11]3)[N:19]=1)([CH3:29])([CH3:30])[CH3:31]. (5) Given the reactants [Br-].[CH2:2]([N+:6]1([CH3:11])[CH2:10][CH2:9][CH2:8][CH2:7]1)[CH2:3][CH2:4][CH3:5].[F:12][C:13]([F:26])([F:25])[S:14]([N-:17][S:18]([C:21]([F:24])([F:23])[F:22])(=[O:20])=[O:19])(=[O:16])=[O:15].C([N+]1(C)CCCC1)CCC, predict the reaction product. The product is: [F:24][C:21]([F:22])([F:23])[S:18]([N-:17][S:14]([C:13]([F:12])([F:25])[F:26])(=[O:15])=[O:16])(=[O:19])=[O:20].[CH2:7]([N+:6]1[CH:2]=[CH:3][CH:4]=[CH:5][CH:11]=1)[CH2:8][CH2:9][CH3:10]. (6) Given the reactants [CH:1]([C:4]1[C:12]2[C:7](=[N:8][CH:9]=[CH:10][C:11]=2[C:13]2[CH:14]=[N:15][C:16]3[C:21]([CH:22]=2)=[CH:20][CH:19]=[CH:18][CH:17]=3)[N:6]([C:23]2[CH:30]=[CH:29][C:26]([C:27]#[N:28])=[C:25]([NH:31][C:32]3[CH:36]=[CH:35][O:34][N:33]=3)[CH:24]=2)[N:5]=1)([CH3:3])[CH3:2].NC1C=C[O:40]N=1.C(C1C2C(=NC=CC=2C2C=NC3C(C=2)=CC=CC=3)N(C2C(NC3C=CON=3)=C(C=CC=2)C#N)N=1)(C)C, predict the reaction product. The product is: [CH:1]([C:4]1[C:12]2[C:7](=[N:8][CH:9]=[CH:10][C:11]=2[C:13]2[CH:14]=[N:15][C:16]3[C:21]([CH:22]=2)=[CH:20][CH:19]=[CH:18][CH:17]=3)[N:6]([C:23]2[CH:30]=[CH:29][C:26]([C:27]([NH2:28])=[O:40])=[C:25]([NH:31][C:32]3[CH:36]=[CH:35][O:34][N:33]=3)[CH:24]=2)[N:5]=1)([CH3:3])[CH3:2]. (7) The product is: [CH2:1]([O:8][C:9](=[O:10])[NH:11][C@H:12]([C:24]([NH:36][CH2:35][CH2:34][NH:33][C:32]([O:31][C:27]([CH3:30])([CH3:29])[CH3:28])=[O:37])=[O:26])[CH2:13][CH2:14][CH2:15][NH:16][C:17]([O:19][C:20]([CH3:21])([CH3:22])[CH3:23])=[O:18])[C:2]1[CH:3]=[CH:4][CH:5]=[CH:6][CH:7]=1. Given the reactants [CH2:1]([O:8][C:9]([NH:11][C@H:12]([C:24]([OH:26])=O)[CH2:13][CH2:14][CH2:15][NH:16][C:17]([O:19][C:20]([CH3:23])([CH3:22])[CH3:21])=[O:18])=[O:10])[C:2]1[CH:7]=[CH:6][CH:5]=[CH:4][CH:3]=1.[C:27]([O:31][C:32](=[O:37])[NH:33][CH2:34][CH2:35][NH2:36])([CH3:30])([CH3:29])[CH3:28].C(Cl)CCl.C1C=CC2N(O)N=NC=2C=1, predict the reaction product. (8) Given the reactants [CH3:1][NH:2][C:3]1[N:4]=[C:5]([NH:19][CH2:20][CH2:21][CH3:22])[C:6]2[N:12]=[C:11]([NH:13][CH3:14])[N:10]=[C:9]([NH:15][CH2:16][C:17]#[CH:18])[C:7]=2[N:8]=1.[ClH:23].C(OCC)C.Cl.CNC1N=C(NCCC)C2N=C(NC)N=C(NCCC)C=2N=1, predict the reaction product. The product is: [ClH:23].[CH3:14][NH:13][C:11]1[N:10]=[C:9]([NH:15][CH2:16][CH2:17][CH3:18])[C:7]2[N:8]=[C:3]([NH:2][CH3:1])[N:4]=[C:5]([NH:19][CH2:20][C:21]#[CH:22])[C:6]=2[N:12]=1.